From a dataset of Forward reaction prediction with 1.9M reactions from USPTO patents (1976-2016). Predict the product of the given reaction. (1) Given the reactants [N:1]12[CH2:8][CH2:7][CH:4]([CH2:5][CH2:6]1)[CH:3]([O:9][C:10](=[O:19])[NH:11][C:12]1[CH:17]=[CH:16][CH:15]=[CH:14][C:13]=1Br)[CH2:2]2.[CH3:20][O:21][C:22]1[CH:27]=[CH:26][CH:25]=[CH:24][C:23]=1B(O)O, predict the reaction product. The product is: [CH3:20][O:21][C:22]1[CH:27]=[CH:26][CH:25]=[CH:24][C:23]=1[C:13]1[CH:14]=[CH:15][CH:16]=[CH:17][C:12]=1[NH:11][C:10](=[O:19])[O:9][CH:3]1[CH:4]2[CH2:7][CH2:8][N:1]([CH2:6][CH2:5]2)[CH2:2]1. (2) Given the reactants [CH3:1][N:2]1[C:6]([C:7]2[CH:12]=[CH:11][CH:10]=[CH:9][C:8]=2[CH3:13])=[N:5][N:4]=[C:3]1[C:14]1([NH2:19])[CH2:18][CH2:17][CH2:16][CH2:15]1.C(N(C(C)C)CC)(C)C.[C:29](Cl)(=[O:36])[C:30]1[CH:35]=[CH:34][CH:33]=[CH:32][CH:31]=1, predict the reaction product. The product is: [CH3:1][N:2]1[C:6]([C:7]2[CH:12]=[CH:11][CH:10]=[CH:9][C:8]=2[CH3:13])=[N:5][N:4]=[C:3]1[C:14]1([NH:19][C:29](=[O:36])[C:30]2[CH:35]=[CH:34][CH:33]=[CH:32][CH:31]=2)[CH2:15][CH2:16][CH2:17][CH2:18]1. (3) Given the reactants [O:1]1[C:6]2[CH:7]=[CH:8][CH:9]=[CH:10][C:5]=2[O:4][CH2:3][C@@H:2]1[C:11](Cl)=[O:12].[CH2:14]([O:16][C:17]([C@@:19]1([CH3:25])[CH2:24][CH2:23][CH2:22][NH:21][CH2:20]1)=[O:18])[CH3:15].CCN(C(C)C)C(C)C, predict the reaction product. The product is: [CH2:14]([O:16][C:17]([C@@:19]1([CH3:25])[CH2:24][CH2:23][CH2:22][N:21]([C:11]([C@@H:2]2[O:1][C:6]3[CH:7]=[CH:8][CH:9]=[CH:10][C:5]=3[O:4][CH2:3]2)=[O:12])[CH2:20]1)=[O:18])[CH3:15]. (4) Given the reactants [Cl:1][C:2]1[CH:7]=[C:6]([C:8]([F:11])([F:10])[F:9])[CH:5]=[CH:4][C:3]=1[C:12]1[CH:17]=[CH:16][N:15]=[C:14](OS(C(F)(F)F)(=O)=O)[C:13]=1[N+:26]([O-:28])=[O:27].Cl.[CH:30]1([CH:33]([NH2:36])[CH2:34][CH3:35])[CH2:32][CH2:31]1, predict the reaction product. The product is: [Cl:1][C:2]1[CH:7]=[C:6]([C:8]([F:11])([F:10])[F:9])[CH:5]=[CH:4][C:3]=1[C:12]1[CH:17]=[CH:16][N:15]=[C:14]([NH:36][CH:33]([CH:30]2[CH2:32][CH2:31]2)[CH2:34][CH3:35])[C:13]=1[N+:26]([O-:28])=[O:27]. (5) Given the reactants [Cl:1][C:2]1[CH:6]=[N:5][N:4]([CH3:7])[C:3]=1[C:8]1[CH:9]=[C:10]([NH2:23])[CH:11]=[CH:12][C:13]=1[O:14][CH2:15][CH2:16][N:17]1[CH2:22][CH2:21][O:20][CH2:19][CH2:18]1.[F:24][C:25]([F:36])([F:35])[C:26]1[CH:27]=[C:28]([CH:32]=[CH:33][CH:34]=1)[C:29](Cl)=[O:30], predict the reaction product. The product is: [Cl:1][C:2]1[CH:6]=[N:5][N:4]([CH3:7])[C:3]=1[C:8]1[CH:9]=[C:10]([NH:23][C:29](=[O:30])[C:28]2[CH:32]=[CH:33][CH:34]=[C:26]([C:25]([F:24])([F:35])[F:36])[CH:27]=2)[CH:11]=[CH:12][C:13]=1[O:14][CH2:15][CH2:16][N:17]1[CH2:18][CH2:19][O:20][CH2:21][CH2:22]1.